This data is from Reaction yield outcomes from USPTO patents with 853,638 reactions. The task is: Predict the reaction yield, written as a fraction of the theoretical maximum amount of product (1.0 means a 100% yield; for example, 0.34 means a 34% yield). (1) The reactants are [CH:1]1([C:4]([C:6]2[CH:7]=[N:8][C:9]3[C:14]([C:15]=2Cl)=[N:13][C:12]([Cl:17])=[CH:11][CH:10]=3)=[O:5])[CH2:3][CH2:2]1.[NH2:18][C:19]1[CH:20]=[CH:21][C:22]([N:25]2[CH2:30][CH2:29][CH2:28][C@H:27]([NH:31][C:32](=[O:38])[O:33][C:34]([CH3:37])([CH3:36])[CH3:35])[CH2:26]2)=[N:23][CH:24]=1. No catalyst specified. The product is [Cl:17][C:12]1[N:13]=[C:14]2[C:9](=[CH:10][CH:11]=1)[N:8]=[CH:7][C:6]([C:4]([CH:1]1[CH2:3][CH2:2]1)=[O:5])=[C:15]2[NH:18][C:19]1[CH:20]=[CH:21][C:22]([N:25]2[CH2:30][CH2:29][CH2:28][C@H:27]([NH:31][C:32](=[O:38])[O:33][C:34]([CH3:36])([CH3:35])[CH3:37])[CH2:26]2)=[N:23][CH:24]=1. The yield is 0.630. (2) The reactants are [OH:1][C:2]([CH3:35])([CH3:34])[CH2:3][C@@:4]1([C:28]2[CH:33]=[CH:32][CH:31]=[CH:30][CH:29]=2)[O:9][C:8](=[O:10])[N:7]([C@H:11]([C:13]2[CH:18]=[CH:17][C:16](B3OC(C)(C)C(C)(C)O3)=[CH:15][CH:14]=2)[CH3:12])[CH2:6][CH2:5]1.Br[C:37]1[CH:42]=[CH:41][CH:40]=[C:39]([C:43]2([S:46]([CH3:49])(=[O:48])=[O:47])[CH2:45][CH2:44]2)[N:38]=1. No catalyst specified. The product is [OH:1][C:2]([CH3:34])([CH3:35])[CH2:3][C@@:4]1([C:28]2[CH:33]=[CH:32][CH:31]=[CH:30][CH:29]=2)[O:9][C:8](=[O:10])[N:7]([C@H:11]([C:13]2[CH:14]=[CH:15][C:16]([C:37]3[CH:42]=[CH:41][CH:40]=[C:39]([C:43]4([S:46]([CH3:49])(=[O:48])=[O:47])[CH2:45][CH2:44]4)[N:38]=3)=[CH:17][CH:18]=2)[CH3:12])[CH2:6][CH2:5]1. The yield is 0.760. (3) The reactants are [H-].[Na+].[CH3:3][C:4]([O:7][C:8]([NH:10][C@H:11]([C:15]([OH:17])=[O:16])[CH2:12][CH2:13][OH:14])=[O:9])([CH3:6])[CH3:5].[CH2:18](Br)[CH:19]=[CH2:20]. The product is [CH2:20]([O:14][CH2:13][CH2:12][C@H:11]([NH:10][C:8]([O:7][C:4]([CH3:3])([CH3:5])[CH3:6])=[O:9])[C:15]([OH:17])=[O:16])[CH:19]=[CH2:18]. The catalyst is CN(C=O)C. The yield is 0.930. (4) The reactants are Cl.[CH2:2]([C:4]1[S:24][C:7]2[N:8]=[C:9]([S:18][CH2:19][C:20]([O:22][CH3:23])=[O:21])[N:10]=[C:11]([N:12]3[CH2:17][CH2:16][NH:15][CH2:14][CH2:13]3)[C:6]=2[CH:5]=1)[CH3:3].[CH:25](N(C(C)C)CC)(C)C.N1[CH:39]=[CH:38][CH:37]=[C:36]([C:40]2[S:41][CH:42]=[C:43]([C:45]([OH:47])=O)[N:44]=2)[CH:35]=1.CN(C(ON1N=NC2C=CC=NC1=2)=[N+](C)C)C.F[P-](F)(F)(F)(F)F. The yield is 0.410. The product is [CH2:2]([C:4]1[S:24][C:7]2[N:8]=[C:9]([S:18][CH2:19][C:20]([O:22][CH3:23])=[O:21])[N:10]=[C:11]([N:12]3[CH2:17][CH2:16][N:15]([C:45]([C:43]4[N:44]=[C:40]([C:36]5[CH:35]=[CH:25][CH:39]=[CH:38][CH:37]=5)[S:41][CH:42]=4)=[O:47])[CH2:14][CH2:13]3)[C:6]=2[CH:5]=1)[CH3:3]. The catalyst is CN(C=O)C. (5) The reactants are [CH3:1][C:2]1([CH3:9])[NH:6][C:5](=[O:7])[NH:4][C:3]1=[O:8].[C:10]([O-])([O-])=O.[K+].[K+]. The catalyst is CC(C)=O. The product is [CH3:10][N:4]1[C:3](=[O:8])[C:2]([CH3:9])([CH3:1])[NH:6][C:5]1=[O:7]. The yield is 0.830. (6) The reactants are [Cl:1][C:2]1[CH:9]=[CH:8][C:5]([C:6]#[N:7])=[CH:4][CH:3]=1.[NH2:10][OH:11]. The product is [Cl:1][C:2]1[CH:9]=[CH:8][C:5]([C:6](=[N:10][OH:11])[NH2:7])=[CH:4][CH:3]=1. The yield is 0.760. The catalyst is CCO. (7) The reactants are Cl[CH2:2][C:3]([C:5]1[CH:14]=[CH:13][C:8]2[NH:9][C:10](=[O:12])[S:11][C:7]=2[CH:6]=1)=[O:4].[N-:15]=[N+:16]=[N-:17].[Na+]. No catalyst specified. The product is [N:15]([CH2:2][C:3]([C:5]1[CH:14]=[CH:13][C:8]2[NH:9][C:10](=[O:12])[S:11][C:7]=2[CH:6]=1)=[O:4])=[N+:16]=[N-:17]. The yield is 0.960. (8) The reactants are C(N(CCCC)CCCC)CCC.[F:14][C:15]([F:19])([F:18])[CH2:16][OH:17].[CH2:20]=[C:21]([C:26](OS(F)(=O)=O)([F:28])[F:27])[C:22]([F:25])([F:24])[F:23]. The catalyst is COCCOCCOC. The product is [CH2:20]=[C:21]([C:26]([O:17][CH2:16][C:15]([F:19])([F:18])[F:14])([F:28])[F:27])[C:22]([F:25])([F:24])[F:23]. The yield is 0.300.